Dataset: Catalyst prediction with 721,799 reactions and 888 catalyst types from USPTO. Task: Predict which catalyst facilitates the given reaction. (1) Reactant: [S:1]1[CH:5]=[CH:4][C:3]2[C:6](=[O:9])[CH2:7][CH2:8][C:2]1=2.[H-].[Na+].C[O:13][C:14](=O)[C:15]1[CH:20]=[CH:19][CH:18]=[C:17](Cl)[CH:16]=1.[ClH:23]. Product: [Cl:23][C:18]1[CH:19]=[CH:20][C:15]([C:14]([CH:7]2[CH2:8][C:2]3[S:1][CH:5]=[CH:4][C:3]=3[C:6]2=[O:9])=[O:13])=[CH:16][CH:17]=1. The catalyst class is: 375. (2) Reactant: [Cl:1][C:2]1[CH:3]=[C:4]([NH:9][C:10]2[C:11]3[CH2:18][C:17](=[O:19])[NH:16][C:12]=3[N:13]=[CH:14][N:15]=2)[CH:5]=[CH:6][C:7]=1[F:8].[CH3:20][C:21]1[C:25]([CH2:26][CH2:27][C:28]([N:30]2[CH2:35][CH2:34][O:33][CH2:32][CH2:31]2)=[O:29])=[C:24]([CH3:36])[NH:23][C:22]=1[CH:37]=O. Product: [Cl:1][C:2]1[CH:3]=[C:4]([NH:9][C:10]2[C:11]3[C:18](=[CH:37][C:22]4[NH:23][C:24]([CH3:36])=[C:25]([CH2:26][CH2:27][C:28]([N:30]5[CH2:35][CH2:34][O:33][CH2:32][CH2:31]5)=[O:29])[C:21]=4[CH3:20])[C:17](=[O:19])[NH:16][C:12]=3[N:13]=[CH:14][N:15]=2)[CH:5]=[CH:6][C:7]=1[F:8]. The catalyst class is: 495.